From a dataset of Forward reaction prediction with 1.9M reactions from USPTO patents (1976-2016). Predict the product of the given reaction. Given the reactants [N+:1]([C:4]1[CH:5]=[C:6]([OH:13])[CH:7]=[CH:8][C:9]=1[N+:10]([O-:12])=[O:11])([O-:3])=[O:2].Cl.Cl[CH2:16][CH2:17][N:18]1[CH2:23][CH2:22][O:21][CH2:20][CH2:19]1.C(=O)([O-])[O-].[K+].[K+], predict the reaction product. The product is: [N+:1]([C:4]1[CH:5]=[C:6]([CH:7]=[CH:8][C:9]=1[N+:10]([O-:12])=[O:11])[O:13][CH2:16][CH2:17][N:18]1[CH2:23][CH2:22][O:21][CH2:20][CH2:19]1)([O-:3])=[O:2].